This data is from Peptide-MHC class I binding affinity with 185,985 pairs from IEDB/IMGT. The task is: Regression. Given a peptide amino acid sequence and an MHC pseudo amino acid sequence, predict their binding affinity value. This is MHC class I binding data. (1) The peptide sequence is IRHNKDRKV. The MHC is HLA-B07:02 with pseudo-sequence HLA-B07:02. The binding affinity (normalized) is 0.0847. (2) The peptide sequence is SFWFFHPPY. The MHC is HLA-B57:01 with pseudo-sequence HLA-B57:01. The binding affinity (normalized) is 0.0847. (3) The peptide sequence is FLPSDYKPSV. The MHC is HLA-A02:03 with pseudo-sequence HLA-A02:03. The binding affinity (normalized) is 0.553. (4) The peptide sequence is RLPVICSFLV. The MHC is HLA-A02:01 with pseudo-sequence HLA-A02:01. The binding affinity (normalized) is 0.770. (5) The peptide sequence is ITDEINQIK. The MHC is HLA-A02:12 with pseudo-sequence HLA-A02:12. The binding affinity (normalized) is 0.0847. (6) The peptide sequence is AIFQSSMTK. The MHC is HLA-A26:01 with pseudo-sequence HLA-A26:01. The binding affinity (normalized) is 0. (7) The peptide sequence is ISQFSYKELY. The MHC is HLA-A33:01 with pseudo-sequence HLA-A33:01. The binding affinity (normalized) is 0.00617. (8) The peptide sequence is KEFTRPLISG. The MHC is HLA-B44:03 with pseudo-sequence HLA-B44:03. The binding affinity (normalized) is 0.119. (9) The peptide sequence is RRKTNLYGF. The MHC is HLA-B07:02 with pseudo-sequence HLA-B07:02. The binding affinity (normalized) is 0.0847.